This data is from Forward reaction prediction with 1.9M reactions from USPTO patents (1976-2016). The task is: Predict the product of the given reaction. (1) Given the reactants Cl[C:2]1[N:11]=[C:10]([C:12]([F:15])([F:14])[F:13])[CH:9]=[CH:8][C:3]=1[C:4]([O:6]C)=O.Cl[C:17]1[N:25]=[C:24](C(F)(F)F)C=C[C:18]=1[C:19]([OH:21])=[O:20].C([O-])([O-])=[O:31].[K+].[K+].IC.[CH3:38][C:39](C)=O, predict the reaction product. The product is: [OH:6][C:4]1[C:3]2[C:2](=[N:11][C:10]([C:12]([F:15])([F:14])[F:13])=[CH:9][CH:8]=2)[N:25]([CH3:24])[C:17](=[O:31])[C:18]=1[C:19]([O:21][CH2:38][CH3:39])=[O:20]. (2) Given the reactants C([O:3][C:4](=O)[C:5]([N:8]1[CH2:13][CH2:12][N:11]([C:14]([O:16][C:17]([CH3:20])([CH3:19])[CH3:18])=[O:15])[CH2:10][CH2:9]1)([CH3:7])[CH3:6])C.[H-].[H-].[H-].[H-].[Li+].[Al+3], predict the reaction product. The product is: [OH:3][CH2:4][C:5]([N:8]1[CH2:9][CH2:10][N:11]([C:14]([O:16][C:17]([CH3:20])([CH3:19])[CH3:18])=[O:15])[CH2:12][CH2:13]1)([CH3:7])[CH3:6]. (3) Given the reactants [Br:1][C:2]1[N:3]=[C:4]([NH:10][C:11]2[CH:16]=[CH:15][C:14]([CH:17]3[C:22](=[O:23])[N:21]([CH3:24])[CH2:20][CH2:19][N:18]3[CH3:25])=[CH:13][CH:12]=2)[C:5](=[O:9])[N:6]([CH3:8])[CH:7]=1.CN1CCN(C)C(C2C=CC(N)=CC=2)C1=O, predict the reaction product. The product is: [Br:1][C:2]1[N:3]=[C:4]([NH:10][C:11]2[CH:12]=[CH:13][C:14]([C@@H:17]3[C:22](=[O:23])[N:21]([CH3:24])[CH2:20][CH2:19][N:18]3[CH3:25])=[CH:15][CH:16]=2)[C:5](=[O:9])[N:6]([CH3:8])[CH:7]=1. (4) Given the reactants [C:1]1([CH2:7][CH2:8][C:9]([OH:11])=[O:10])[CH:6]=[CH:5][CH:4]=[CH:3][CH:2]=1.[CH2:12](O)[CH2:13][CH2:14][CH3:15].C(OC(C)C)(C)C, predict the reaction product. The product is: [C:1]1([CH2:7][CH2:8][C:9]([O:11][CH2:12][CH2:13][CH2:14][CH3:15])=[O:10])[CH:6]=[CH:5][CH:4]=[CH:3][CH:2]=1. (5) Given the reactants [OH:1][C:2]1[C:7](=[O:8])[CH:6]=[CH:5][O:4][C:3]=1[CH3:9].[C:10]1([S:16](Cl)(=[O:18])=[O:17])[CH:15]=[CH:14][CH:13]=[CH:12][CH:11]=1, predict the reaction product. The product is: [C:10]1([S:16]([O:1][C:2]2[C:7](=[O:8])[CH:6]=[CH:5][O:4][C:3]=2[CH3:9])(=[O:18])=[O:17])[CH:15]=[CH:14][CH:13]=[CH:12][CH:11]=1. (6) Given the reactants [NH2:1][C:2]1[N:7]=[C:6]([C:8]2[O:9][CH:10]=[CH:11][CH:12]=2)[C:5]([C:13]#[N:14])=[C:4]([O:15][CH2:16][C:17]2[C:22]([CH3:23])=[CH:21][CH:20]=[CH:19][N:18]=2)[N:3]=1.[Br:24]N1C(=O)CCC1=O, predict the reaction product. The product is: [NH2:1][C:2]1[N:7]=[C:6]([C:8]2[O:9][C:10]([Br:24])=[CH:11][CH:12]=2)[C:5]([C:13]#[N:14])=[C:4]([O:15][CH2:16][C:17]2[C:22]([CH3:23])=[CH:21][CH:20]=[CH:19][N:18]=2)[N:3]=1. (7) Given the reactants [N+:1]([C:4]1[CH:5]=[C:6]([S:10](Cl)(=[O:12])=[O:11])[CH:7]=[CH:8][CH:9]=1)([O-:3])=[O:2].[CH:14]1([CH2:17][N:18]2[CH2:23][CH2:22][N:21]([CH:24]3[CH2:29][CH2:28][CH:27]([NH2:30])[CH2:26][CH2:25]3)[CH2:20][CH2:19]2)[CH2:16][CH2:15]1.C(N(CC)CC)C, predict the reaction product. The product is: [CH:14]1([CH2:17][N:18]2[CH2:23][CH2:22][N:21]([CH:24]3[CH2:29][CH2:28][CH:27]([NH:30][S:10]([C:6]4[CH:7]=[CH:8][CH:9]=[C:4]([N+:1]([O-:3])=[O:2])[CH:5]=4)(=[O:12])=[O:11])[CH2:26][CH2:25]3)[CH2:20][CH2:19]2)[CH2:15][CH2:16]1. (8) Given the reactants Cl[C:2]1[N:3]([CH2:10][C@:11]2([CH3:14])[CH2:13][O:12]2)[CH:4]=[C:5]([N+:7]([O-:9])=[O:8])[N:6]=1.[F:15][C:16]([F:33])([F:32])[O:17][C:18]1[CH:31]=[CH:30][C:21]([C:22]([CH:24]2[CH2:29][CH2:28][NH:27][CH2:26][CH2:25]2)=[O:23])=[CH:20][CH:19]=1, predict the reaction product. The product is: [CH3:14][C@@:11]1([CH2:13][N:27]2[CH2:28][CH2:29][CH:24]([C:22]([C:21]3[CH:30]=[CH:31][C:18]([O:17][C:16]([F:15])([F:32])[F:33])=[CH:19][CH:20]=3)=[O:23])[CH2:25][CH2:26]2)[O:12][C:2]2=[N:6][C:5]([N+:7]([O-:9])=[O:8])=[CH:4][N:3]2[CH2:10]1. (9) Given the reactants [Cl:1][C:2]1[CH:7]=[CH:6][C:5]([C:8]2[C:12]([CH2:13][O:14][C:15]3[CH:23]=[CH:22][C:18]([C:19]([OH:21])=O)=[CH:17][N:16]=3)=[C:11]([CH2:24][OH:25])[O:10][N:9]=2)=[CH:4][CH:3]=1.Cl.[CH3:27][NH:28][CH3:29].O.ON1C2C=CC=CC=2N=N1.C(N(C(C)C)C(C)C)C.Cl.CN(C)CCCN=C=NCC, predict the reaction product. The product is: [Cl:1][C:2]1[CH:3]=[CH:4][C:5]([C:8]2[C:12]([CH2:13][O:14][C:15]3[CH:23]=[CH:22][C:18]([C:19]([N:28]([CH3:29])[CH3:27])=[O:21])=[CH:17][N:16]=3)=[C:11]([CH2:24][OH:25])[O:10][N:9]=2)=[CH:6][CH:7]=1.